Predict the product of the given reaction. From a dataset of Forward reaction prediction with 1.9M reactions from USPTO patents (1976-2016). (1) Given the reactants [NH2:1][C@H:2]([C@@H:10]([OH:21])[CH2:11][C@@H:12]([NH2:20])[CH2:13][C:14]1[CH:19]=[CH:18][CH:17]=[CH:16][CH:15]=1)[CH2:3][C:4]1[CH:9]=[CH:8][CH:7]=[CH:6][CH:5]=1.C1C([N+]([O-])=O)=CC=C([O:31][C:32]([O:34][CH2:35][C:36]2[S:40][CH:39]=[N:38][CH:37]=2)=[O:33])C=1.CO.C(N)(C)C, predict the reaction product. The product is: [NH2:20][C@@H:12]([CH2:13][C:14]1[CH:19]=[CH:18][CH:17]=[CH:16][CH:15]=1)[CH2:11][C@H:10]([OH:21])[C@@H:2]([NH:1][C:32]([O:34][CH2:35][C:36]1[S:40][CH:39]=[N:38][CH:37]=1)=[O:31])[CH2:3][C:4]1[CH:9]=[CH:8][CH:7]=[CH:6][CH:5]=1.[NH2:1][C@H:2]([C@@H:10]([OH:21])[CH2:11][C@@H:12]([NH:20][C:32]([O:34][CH2:35][C:36]1[S:40][CH:39]=[N:38][CH:37]=1)=[O:33])[CH2:13][C:14]1[CH:19]=[CH:18][CH:17]=[CH:16][CH:15]=1)[CH2:3][C:4]1[CH:9]=[CH:8][CH:7]=[CH:6][CH:5]=1. (2) Given the reactants Br[C:2]1[CH:14]=[CH:13][C:12]2[C:11]3[C:6](=[CH:7][CH:8]=[CH:9][CH:10]=3)[C:5]([CH3:16])([CH3:15])[C:4]=2[CH:3]=1.[Cl:17][C:18]1[N:23]=[C:22](Cl)[N:21]=[C:20]([C:25]2[CH:30]=[CH:29][CH:28]=[CH:27][CH:26]=2)[N:19]=1, predict the reaction product. The product is: [Cl:17][C:18]1[N:23]=[C:22]([C:2]2[CH:14]=[CH:13][C:12]3[C:11]4[C:6](=[CH:7][CH:8]=[CH:9][CH:10]=4)[C:5]([CH3:16])([CH3:15])[C:4]=3[CH:3]=2)[N:21]=[C:20]([C:25]2[CH:30]=[CH:29][CH:28]=[CH:27][CH:26]=2)[N:19]=1. (3) Given the reactants [C@H:1]12[CH2:8][CH2:7][CH2:6][C@H:5]1[CH2:4][NH:3][C@@H:2]2[CH2:9][NH:10][C:11]([C:13]1[N:20]2[C:16]([S:17][CH:18]=[CH:19]2)=[N:15][C:14]=1[CH3:21])=[O:12].[CH3:22][O:23][C:24]1[CH:25]=[C:26]([C:30]2[C:31]([C:36](O)=[O:37])=[CH:32][CH:33]=[CH:34][CH:35]=2)[CH:27]=[CH:28][CH:29]=1, predict the reaction product. The product is: [CH3:22][O:23][C:24]1[CH:25]=[C:26]([C:30]2[C:31]([C:36]([N:3]3[CH2:4][C@H:5]4[C@H:1]([CH2:8][CH2:7][CH2:6]4)[C@H:2]3[CH2:9][NH:10][C:11]([C:13]3[N:20]4[C:16]([S:17][CH:18]=[CH:19]4)=[N:15][C:14]=3[CH3:21])=[O:12])=[O:37])=[CH:32][CH:33]=[CH:34][CH:35]=2)[CH:27]=[CH:28][CH:29]=1. (4) Given the reactants [CH2:1]([N:3]1[C:7]([C:8]2[CH:9]=[C:10]3[C:14](=[CH:15][CH:16]=2)[N:13](S(C(F)(F)F)(=O)=O)[C:12]([C:24]2[CH:29]=[CH:28][N:27]=[CH:26][C:25]=2[CH3:30])=[CH:11]3)=[CH:6][C:5]([C:31]([F:34])([F:33])[F:32])=[N:4]1)[CH3:2].[OH-].[Na+], predict the reaction product. The product is: [CH2:1]([N:3]1[C:7]([C:8]2[CH:9]=[C:10]3[C:14](=[CH:15][CH:16]=2)[NH:13][C:12]([C:24]2[CH:29]=[CH:28][N:27]=[CH:26][C:25]=2[CH3:30])=[CH:11]3)=[CH:6][C:5]([C:31]([F:33])([F:34])[F:32])=[N:4]1)[CH3:2]. (5) Given the reactants [Cl:1][C:2]1[CH:3]=[CH:4][C:5]([NH:8][C:9]([C:11]2[CH:16]=[CH:15][CH:14]=[CH:13][C:12]=2[NH:17][C:18]([C:20]2[CH:25]=[CH:24][C:23]([C:26]3[CH:31]=[CH:30][CH:29]=[CH:28][C:27]=3[C:32]#[N:33])=[CH:22][CH:21]=2)=[O:19])=[O:10])=[N:6][CH:7]=1.Cl.[OH:35][NH2:36].C(N(CC)CC)C, predict the reaction product. The product is: [Cl:1][C:2]1[CH:3]=[CH:4][C:5]([NH:8][C:9]([C:11]2[CH:16]=[CH:15][CH:14]=[CH:13][C:12]=2[NH:17][C:18]([C:20]2[CH:25]=[CH:24][C:23]([C:26]3[CH:31]=[CH:30][CH:29]=[CH:28][C:27]=3[CH:32]=[N:33][NH:36][OH:35])=[CH:22][CH:21]=2)=[O:19])=[O:10])=[N:6][CH:7]=1. (6) Given the reactants [OH:1][CH:2]1[CH2:7][CH2:6][CH2:5][CH2:4]O1.[CH2:8]([O:10][C:11](=[O:13])[CH3:12])[CH3:9], predict the reaction product. The product is: [CH2:8]([O:10][C:11](=[O:13])[CH:12]=[CH:4][CH2:5][CH2:6][CH2:7][CH2:2][OH:1])[CH3:9]. (7) Given the reactants [Cl:1][C:2]1[C:3]([CH3:22])=[C:4]([N:8]2[C:12](=[O:13])[CH2:11][N:10]([C:14](=[O:21])[CH2:15][NH:16][CH2:17][CH2:18][O:19][CH3:20])[CH2:9]2)[CH:5]=[CH:6][CH:7]=1.[Cl:23][C:24]1[CH:29]=[CH:28][CH:27]=[C:26]([N:30]=[C:31]=[O:32])[CH:25]=1, predict the reaction product. The product is: [Cl:1][C:2]1[C:3]([CH3:22])=[C:4]([N:8]2[C:12](=[O:13])[CH2:11][N:10]([C:14](=[O:21])[CH2:15][N:16]([CH2:17][CH2:18][O:19][CH3:20])[C:31]([NH:30][C:26]3[CH:27]=[CH:28][CH:29]=[C:24]([Cl:23])[CH:25]=3)=[O:32])[CH2:9]2)[CH:5]=[CH:6][CH:7]=1. (8) Given the reactants [NH2:1][C:2]1[N:34]=[C:5]2[C:6]([C:24]3[CH:29]=[CH:28][CH:27]=[C:26]([C:30]([F:33])([F:32])[F:31])[CH:25]=3)=[C:7]([CH3:23])[C:8]([C:10]3[N:14]([C:15]4[CH:22]=[CH:21][C:18]([C:19]#[N:20])=[CH:17][CH:16]=4)[N:13]=[CH:12][CH:11]=3)=[CH:9][N:4]2[N:3]=1.Cl[CH2:36][C:37]([N:39]([CH3:41])[CH3:40])=[O:38], predict the reaction product. The product is: [C:19]([C:18]1[CH:17]=[CH:16][C:15]([N:14]2[C:10]([C:8]3[C:7]([CH3:23])=[C:6]([C:24]4[CH:29]=[CH:28][CH:27]=[C:26]([C:30]([F:32])([F:33])[F:31])[CH:25]=4)[C:5]4[N:4]([N:3]=[C:2]([NH:1][CH2:36][C:37]([N:39]([CH3:41])[CH3:40])=[O:38])[N:34]=4)[CH:9]=3)=[CH:11][CH:12]=[N:13]2)=[CH:22][CH:21]=1)#[N:20]. (9) Given the reactants [C:1]([CH2:4][CH2:5][C:6]1[C:18]([CH2:19][CH2:20][CH2:21][CH2:22][CH2:23][C:24]#[CH:25])=[CH:17][CH:16]=[CH:15][C:7]=1[O:8][CH2:9][CH2:10][CH2:11][C:12]([OH:14])=[O:13])([OH:3])=[O:2].[Br:26][C:27]1[CH:28]=[C:29]([CH:35]=[C:36](I)[CH:37]=1)[C:30]([N:32]([CH3:34])[CH3:33])=[O:31], predict the reaction product. The product is: [Br:26][C:27]1[CH:37]=[C:36]([C:25]#[C:24][CH2:23][CH2:22][CH2:21][CH2:20][CH2:19][C:18]2[C:6]([CH2:5][CH2:4][C:1]([OH:3])=[O:2])=[C:7]([CH:15]=[CH:16][CH:17]=2)[O:8][CH2:9][CH2:10][CH2:11][C:12]([OH:14])=[O:13])[CH:35]=[C:29]([C:30](=[O:31])[N:32]([CH3:33])[CH3:34])[CH:28]=1. (10) Given the reactants [NH2:1][C@H:2]1[CH2:11][C:10]2[C:5](=[CH:6][CH:7]=[C:8]([C:12]#[N:13])[CH:9]=2)[NH:4][CH2:3]1.CCN(C(C)C)C(C)C.[C:23]1([S:29](Cl)(=[O:31])=[O:30])[CH:28]=[CH:27][CH:26]=[CH:25][CH:24]=1, predict the reaction product. The product is: [C:12]([C:8]1[CH:9]=[C:10]2[C:5](=[CH:6][CH:7]=1)[NH:4][CH2:3][C@@H:2]([NH:1][S:29]([C:23]1[CH:28]=[CH:27][CH:26]=[CH:25][CH:24]=1)(=[O:31])=[O:30])[CH2:11]2)#[N:13].